Dataset: NCI-60 drug combinations with 297,098 pairs across 59 cell lines. Task: Regression. Given two drug SMILES strings and cell line genomic features, predict the synergy score measuring deviation from expected non-interaction effect. (1) Drug 1: CNC(=O)C1=CC=CC=C1SC2=CC3=C(C=C2)C(=NN3)C=CC4=CC=CC=N4. Drug 2: CCN(CC)CCCC(C)NC1=C2C=C(C=CC2=NC3=C1C=CC(=C3)Cl)OC. Cell line: HOP-92. Synergy scores: CSS=33.4, Synergy_ZIP=-5.61, Synergy_Bliss=-4.70, Synergy_Loewe=-10.4, Synergy_HSA=-5.00. (2) Drug 1: CC(CN1CC(=O)NC(=O)C1)N2CC(=O)NC(=O)C2. Drug 2: CC(C)CN1C=NC2=C1C3=CC=CC=C3N=C2N. Cell line: HCT-15. Synergy scores: CSS=36.7, Synergy_ZIP=-5.78, Synergy_Bliss=-1.84, Synergy_Loewe=-2.45, Synergy_HSA=-2.37.